Dataset: Forward reaction prediction with 1.9M reactions from USPTO patents (1976-2016). Task: Predict the product of the given reaction. (1) Given the reactants [Br:1][C:2]1[CH:24]=[CH:23][C:22]([F:25])=[CH:21][C:3]=1[O:4][CH:5]1[CH2:10][CH2:9][N:8]([C:11]2[N:15]=[C:14]([C:16]3[CH:20]=[CH:19][NH:18][CH:17]=3)[O:13][N:12]=2)[CH2:7][CH2:6]1.[H-].[Na+].Br[CH2:29][C:30]([O:32][CH2:33][CH3:34])=[O:31], predict the reaction product. The product is: [Br:1][C:2]1[CH:24]=[CH:23][C:22]([F:25])=[CH:21][C:3]=1[O:4][CH:5]1[CH2:10][CH2:9][N:8]([C:11]2[N:15]=[C:14]([C:16]3[CH:20]=[CH:19][N:18]([CH2:29][C:30]([O:32][CH2:33][CH3:34])=[O:31])[CH:17]=3)[O:13][N:12]=2)[CH2:7][CH2:6]1. (2) Given the reactants [CH3:1][CH2:2][CH2:3][N:4]1[C@H:9]([C:10]([NH:12][C:13]2[C:14]([CH3:20])=[CH:15][CH:16]=[CH:17][C:18]=2[CH3:19])=[O:11])[CH2:8][CH2:7][CH2:6][CH2:5]1.CC(C)=[O:23].[ClH:25], predict the reaction product. The product is: [CH3:1][CH2:2][CH2:3][NH+:4]1[C@H:9]([C:10]([NH:12][C:13]2[C:14]([CH3:20])=[CH:15][CH:16]=[CH:17][C:18]=2[CH3:19])=[O:11])[CH2:8][CH2:7][CH2:6][CH2:5]1.[OH2:23].[Cl-:25]. (3) The product is: [NH2:1][C:4]1[CH:9]=[CH:8][C:7]([N:10]2[C:15](=[O:16])[C:14]([C:17]#[N:18])=[C:13]([CH3:19])[C:12]([C:20]([O:22][CH2:23][CH3:24])=[O:21])=[N:11]2)=[CH:6][CH:5]=1. Given the reactants [N+:1]([C:4]1[CH:9]=[CH:8][C:7]([N:10]2[C:15](=[O:16])[C:14]([C:17]#[N:18])=[C:13]([CH3:19])[C:12]([C:20]([O:22][CH2:23][CH3:24])=[O:21])=[N:11]2)=[CH:6][CH:5]=1)([O-])=O, predict the reaction product. (4) Given the reactants [CH3:1][O:2][C:3]1[CH:4]=[C:5]2[C:10](=[CH:11][C:12]=1[O:13][CH3:14])[N:9]=[CH:8][CH:7]=[C:6]2[O:15][C:16]1[CH:22]=[CH:21][C:19]([NH2:20])=[C:18]([CH3:23])[C:17]=1[CH3:24].C(N(C(C)C)CC)(C)C.ClC(Cl)(O[C:38](=[O:44])OC(Cl)(Cl)Cl)Cl.[NH2:46][C:47]1[S:48][C:49]([C:52]([F:55])([F:54])[F:53])=[N:50][N:51]=1, predict the reaction product. The product is: [CH3:1][O:2][C:3]1[CH:4]=[C:5]2[C:10](=[CH:11][C:12]=1[O:13][CH3:14])[N:9]=[CH:8][CH:7]=[C:6]2[O:15][C:16]1[CH:22]=[CH:21][C:19]([NH:20][C:38]([NH:46][C:47]2[S:48][C:49]([C:52]([F:55])([F:54])[F:53])=[N:50][N:51]=2)=[O:44])=[C:18]([CH3:23])[C:17]=1[CH3:24]. (5) The product is: [CH3:1][O:2][C:3]1[CH:8]=[CH:7][C:6]([CH2:9][CH2:10][CH2:11][O:12][CH:13]2[CH2:18][CH2:17][CH2:16][CH2:15][O:14]2)=[CH:5][C:4]=1[CH3:19]. Given the reactants [CH3:1][O:2][C:3]1[CH:8]=[CH:7][C:6]([C:9]#[C:10][CH2:11][O:12][CH:13]2[CH2:18][CH2:17][CH2:16][CH2:15][O:14]2)=[CH:5][C:4]=1[CH3:19], predict the reaction product. (6) Given the reactants [F:1][C:2]1[CH:7]=[C:6]([F:8])[CH:5]=[CH:4][C:3]=1[C:9]1[CH:14]=[C:13]([N:15]2[C:19]3[CH:20]=[CH:21][C:22]([C:24]4[CH:25]=[N:26][N:27]([CH3:29])[CH:28]=4)=[CH:23][C:18]=3[N:17]=[CH:16]2)[CH:12]=[C:11]([NH:30][C:31](=[O:38])[CH2:32][C:33]([O:35]CC)=[O:34])[CH:10]=1.[OH-].[Li+], predict the reaction product. The product is: [F:1][C:2]1[CH:7]=[C:6]([F:8])[CH:5]=[CH:4][C:3]=1[C:9]1[CH:14]=[C:13]([N:15]2[C:19]3[CH:20]=[CH:21][C:22]([C:24]4[CH:25]=[N:26][N:27]([CH3:29])[CH:28]=4)=[CH:23][C:18]=3[N:17]=[CH:16]2)[CH:12]=[C:11]([NH:30][C:31](=[O:38])[CH2:32][C:33]([OH:35])=[O:34])[CH:10]=1.